Dataset: CYP2D6 inhibition data for predicting drug metabolism from PubChem BioAssay. Task: Regression/Classification. Given a drug SMILES string, predict its absorption, distribution, metabolism, or excretion properties. Task type varies by dataset: regression for continuous measurements (e.g., permeability, clearance, half-life) or binary classification for categorical outcomes (e.g., BBB penetration, CYP inhibition). Dataset: cyp2d6_veith. The molecule is O=C(CCN1C(=O)/C(=C/c2cccc(Br)c2)SC1=S)NNC(=O)c1cccnc1. The result is 0 (non-inhibitor).